This data is from Forward reaction prediction with 1.9M reactions from USPTO patents (1976-2016). The task is: Predict the product of the given reaction. (1) The product is: [Cl:16][P:14]1[C:6]2[CH:5]=[CH:4][CH:3]=[CH:2][C:1]=2[C:7]2[C:8](=[CH:9][CH:10]=[CH:11][CH:12]=2)[O:13]1. Given the reactants [C:1]1([C:7]2[CH:12]=[CH:11][CH:10]=[CH:9][C:8]=2[OH:13])[CH:6]=[CH:5][CH:4]=[CH:3][CH:2]=1.[P:14](Cl)([Cl:16])[O-], predict the reaction product. (2) Given the reactants Cl.[NH2:2][CH2:3][C:4]1[CH:12]=[CH:11][CH:10]=[C:9]2[C:5]=1[C:6](=[O:22])[N:7]([CH:14]1[CH2:19][CH2:18][C:17](=[O:20])[NH:16][C:15]1=[O:21])[C:8]2=[O:13].N12CCCN=C1CCCCC2.[Cl:34][C:35]1[CH:36]=[C:37]([CH2:41][C:42](O)=[O:43])[CH:38]=[CH:39][CH:40]=1.Cl.CN(C)CCCN=C=NCC, predict the reaction product. The product is: [Cl:34][C:35]1[CH:36]=[C:37]([CH2:41][C:42]([NH:2][CH2:3][C:4]2[CH:12]=[CH:11][CH:10]=[C:9]3[C:5]=2[C:6](=[O:22])[N:7]([CH:14]2[CH2:19][CH2:18][C:17](=[O:20])[NH:16][C:15]2=[O:21])[C:8]3=[O:13])=[O:43])[CH:38]=[CH:39][CH:40]=1. (3) Given the reactants [C:1]([O-:8])(=[O:7])[CH2:2][CH2:3][C:4]([O-:6])=[O:5].[NH4+:9].[NH4+].CCCCCCCC[N:19](CCCCCCCC)CCCCCCCC.C(O)CCCCCCCCCCC, predict the reaction product. The product is: [C:1]([O-:8])(=[O:7])[CH2:2][CH2:3][C:4]([O-:6])=[O:5].[NH4+:19].[NH4+:9].[C:1]([OH:8])(=[O:7])[CH2:2][CH2:3][C:4]([OH:6])=[O:5]. (4) Given the reactants [Cl:1][C:2]1[CH:7]=[CH:6][C:5]([C:8]([C:13]2[C:21]3[C:16](=[C:17]([CH2:22][S:23][CH3:24])[CH:18]=[CH:19][CH:20]=3)[NH:15][CH:14]=2)([CH:10]2[CH2:12][CH2:11]2)[CH3:9])=[C:4]([F:25])[CH:3]=1.ClCCl.ClC1C=CC=C(C(OO)=[O:37])C=1, predict the reaction product. The product is: [Cl:1][C:2]1[CH:7]=[CH:6][C:5]([C:8]([C:13]2[C:21]3[C:16](=[C:17]([CH2:22][S:23]([CH3:24])=[O:37])[CH:18]=[CH:19][CH:20]=3)[NH:15][CH:14]=2)([CH:10]2[CH2:12][CH2:11]2)[CH3:9])=[C:4]([F:25])[CH:3]=1. (5) Given the reactants FC1C=C(OC)C=C(F)C=1[C:11]1=[C:12]([CH:42]=[CH:43][C:44]2[C:52]([CH3:54])([CH3:53])[C:51]3[C:46](=[CH:47][CH:48]=[C:49]([S:55]([O-:58])(=[O:57])=[O:56])[CH:50]=3)[N+:45]=2[CH2:59][CH2:60][CH2:61][CH2:62][S:63]([O-:66])(=[O:65])=[O:64])[CH2:13][CH2:14][CH2:15]/[C:16]/1=[CH:17]\[CH:18]=[C:19]1\[N:20]([CH2:34][CH2:35][CH2:36][CH2:37][S:38]([O-:41])(=[O:40])=[O:39])[C:21]2[C:26]([C:27]\1([CH3:29])[CH3:28])=[CH:25][C:24]([S:30]([O-:33])(=[O:32])=[O:31])=[CH:23][CH:22]=2.[Na+:67].[Na+].[Na+].B([C:73]1[C:74]([F:88])=[C:75]([CH2:81][CH2:82][CH2:83][CH2:84][C:85]([OH:87])=[O:86])[C:76]([F:80])=[CH:77][C:78]=1[F:79])(O)O, predict the reaction product. The product is: [C:85]([CH2:84][CH2:83][CH2:82][CH2:81][C:75]1[C:74]([F:88])=[C:73]([C:11]2=[C:16]([CH:17]=[CH:18][C:19]3[C:27]([CH3:29])([CH3:28])[C:26]4[C:21](=[CH:22][CH:23]=[C:24]([S:30]([O-:33])(=[O:31])=[O:32])[CH:25]=4)[N+:20]=3[CH2:34][CH2:35][CH2:36][CH2:37][S:38]([O-:41])(=[O:40])=[O:39])[CH2:15][CH2:14][CH2:13]/[C:12]/2=[CH:42]\[CH:43]=[C:44]2\[N:45]([CH2:59][CH2:60][CH2:61][CH2:62][S:63]([O-:66])(=[O:65])=[O:64])[C:46]3[C:51]([C:52]\2([CH3:54])[CH3:53])=[CH:50][C:49]([S:55]([O-:58])(=[O:56])=[O:57])=[CH:48][CH:47]=3)[C:78]([F:79])=[CH:77][C:76]=1[F:80])([OH:87])=[O:86].[Na+:67].[Na+:67].[Na+:67]. (6) Given the reactants [Cl:1][C:2]1[CH:7]=[CH:6][CH:5]=[C:4]([Cl:8])[C:3]=1[CH2:9][S:10]([C:13]1[CH:14]=[C:15]2[C:19](=[CH:20][CH:21]=1)[NH:18][C:17](=[O:22])[CH2:16]2)(=[O:12])=[O:11].[OH:23][CH2:24][CH2:25][CH2:26][C:27]1[C:28]2[CH2:38][CH2:37][CH2:36][CH2:35][CH2:34][C:29]=2[NH:30][C:31]=1[CH:32]=O.N1CCCCC1, predict the reaction product. The product is: [Cl:8][C:4]1[CH:5]=[CH:6][CH:7]=[C:2]([Cl:1])[C:3]=1[CH2:9][S:10]([C:13]1[CH:14]=[C:15]2[C:19](=[CH:20][CH:21]=1)[NH:18][C:17](=[O:22])/[C:16]/2=[CH:32]\[C:31]1[NH:30][C:29]2[CH2:34][CH2:35][CH2:36][CH2:37][CH2:38][C:28]=2[C:27]=1[CH2:26][CH2:25][CH2:24][OH:23])(=[O:12])=[O:11]. (7) Given the reactants [CH2:1]([O:3][PH:4](=[O:8])[O:5][CH2:6][CH3:7])[CH3:2].Cl.CN(C)O.[CH2:14]1[CH2:19][CH2:18]C(N=C=N[CH:14]2[CH2:19][CH2:18]C[CH2:16][CH2:15]2)[CH2:16][CH2:15]1, predict the reaction product. The product is: [CH2:1]([O:3][PH:4](=[O:8])[O:5][CH2:6][C:7]1[CH:18]=[CH:19][CH:14]=[CH:15][CH:16]=1)[C:2]1[CH:18]=[CH:19][CH:14]=[CH:15][CH:16]=1.